From a dataset of Forward reaction prediction with 1.9M reactions from USPTO patents (1976-2016). Predict the product of the given reaction. Given the reactants [NH2:1][C:2]1[C:3]([C:9]([NH:11][NH2:12])=[O:10])=[N:4][C:5]([Br:8])=[CH:6][N:7]=1.CN(C(ON1N=NC2C=CC=CC1=2)=[N+](C)C)C.[B-](F)(F)(F)F.[C:35]([O:39][C:40]([NH:42][CH2:43][C:44]1[CH:45]=[C:46]([CH:50]=[CH:51][CH:52]=1)[C:47](O)=O)=[O:41])([CH3:38])([CH3:37])[CH3:36].CCN(C(C)C)C(C)C.BrP(Br)(C1C=CC=CC=1)(C1C=CC=CC=1)C1C=CC=CC=1, predict the reaction product. The product is: [NH2:1][C:2]1[C:3]([C:9]2[O:10][C:47]([C:46]3[CH:45]=[C:44]([CH:52]=[CH:51][CH:50]=3)[CH2:43][NH:42][C:40](=[O:41])[O:39][C:35]([CH3:38])([CH3:36])[CH3:37])=[N:12][N:11]=2)=[N:4][C:5]([Br:8])=[CH:6][N:7]=1.